This data is from Catalyst prediction with 721,799 reactions and 888 catalyst types from USPTO. The task is: Predict which catalyst facilitates the given reaction. Reactant: C([O-])([O-])=O.[K+].[K+].[C:7]([CH2:9][C:10]([O:12][CH2:13][CH3:14])=[O:11])#[N:8].Br[CH2:16][C:17]1[CH:22]=[CH:21][C:20]([O:23][CH3:24])=[C:19]([O:25][CH3:26])[CH:18]=1. Product: [C:7]([CH:9]([CH2:16][C:17]1[CH:22]=[CH:21][C:20]([O:23][CH3:24])=[C:19]([O:25][CH3:26])[CH:18]=1)[C:10]([O:12][CH2:13][CH3:14])=[O:11])#[N:8]. The catalyst class is: 3.